Regression. Given two drug SMILES strings and cell line genomic features, predict the synergy score measuring deviation from expected non-interaction effect. From a dataset of NCI-60 drug combinations with 297,098 pairs across 59 cell lines. (1) Drug 1: CC1CC2CCC3C(=C)CC(O3)CCC45CC6C(O4)C7C(O6)C(O5)C8C(O7)CCC(O8)CC(=O)CC9C(CC(C1=C)O2)OC(C9OC)CC(CN)O.CS(=O)(=O)O. Drug 2: CC1C(C(CC(O1)OC2CC(CC3=C2C(=C4C(=C3O)C(=O)C5=CC=CC=C5C4=O)O)(C(=O)C)O)N)O. Cell line: HT29. Synergy scores: CSS=47.9, Synergy_ZIP=-1.81, Synergy_Bliss=-3.43, Synergy_Loewe=0.417, Synergy_HSA=1.75. (2) Drug 1: CC12CCC(CC1=CCC3C2CCC4(C3CC=C4C5=CN=CC=C5)C)O. Drug 2: C1=C(C(=O)NC(=O)N1)N(CCCl)CCCl. Cell line: IGROV1. Synergy scores: CSS=34.4, Synergy_ZIP=4.64, Synergy_Bliss=5.87, Synergy_Loewe=3.88, Synergy_HSA=7.52.